This data is from Reaction yield outcomes from USPTO patents with 853,638 reactions. The task is: Predict the reaction yield, written as a fraction of the theoretical maximum amount of product (1.0 means a 100% yield; for example, 0.34 means a 34% yield). No catalyst specified. The reactants are [CH:1]1([C:6]2([CH3:15])[N:10]([CH2:11][CH3:12])[C:9](=[O:13])[NH:8][C:7]2=[O:14])[CH2:5][CH2:4][CH2:3][CH2:2]1.Br[CH2:17][C:18]([C:20]1[CH:25]=[CH:24][CH:23]=[CH:22][CH:21]=1)=[O:19]. The product is [CH:1]1([C:6]2([CH3:15])[N:10]([CH2:11][CH3:12])[C:9](=[O:13])[N:8]([CH2:17][C:18](=[O:19])[C:20]3[CH:25]=[CH:24][CH:23]=[CH:22][CH:21]=3)[C:7]2=[O:14])[CH2:2][CH2:3][CH2:4][CH2:5]1. The yield is 0.450.